Dataset: Forward reaction prediction with 1.9M reactions from USPTO patents (1976-2016). Task: Predict the product of the given reaction. (1) Given the reactants [N-:1]=[N+:2]=[N-:3].[Na+].[C:5]1(C)[CH:10]=[CH:9][CH:8]=[CH:7][C:6]=1[C:11]1[CH:18]=[CH:17][CH:16]=[CH:15][C:12]=1[C:13]#[N:14].[C:20]1(C)C=CC=CC=1, predict the reaction product. The product is: [CH3:20][C:9]1[CH:10]=[CH:5][C:6]([C:11]2[CH:18]=[CH:17][CH:16]=[CH:15][C:12]=2[C:13]2[NH:14][N:3]=[N:2][N:1]=2)=[CH:7][CH:8]=1. (2) Given the reactants [C:1]([O:5][C:6]([NH:8][C@@H:9]1[C:15](=[O:16])[NH:14][C:13]2[CH:17]=[CH:18][CH:19]=[CH:20][C:12]=2[N:11]([C:21]([C:23]2[CH:50]=[CH:49][C:26]([C:27]([N:29]3[C:35]4[CH:36]=[CH:37][CH:38]=[CH:39][C:34]=4[NH:33][C:32](=[O:40])[C@@H:31]([NH:41][C:42](=[O:48])[O:43][C:44]([CH3:47])([CH3:46])[CH3:45])[CH2:30]3)=[O:28])=[CH:25][CH:24]=2)=[O:22])[CH2:10]1)=[O:7])([CH3:4])([CH3:3])[CH3:2].[Br:51][C:52]1[CH:53]=[C:54]2[C:59](=[CH:60][CH:61]=1)[C:58]([CH2:62]Cl)=[C:57]([O:64][CH3:65])[CH:56]=[CH:55]2.[C:66](=[O:69])([O-])[O-].[Cs+].[Cs+], predict the reaction product. The product is: [Br:51][C:52]1[CH:53]=[C:54]2[C:59](=[CH:60][CH:61]=1)[C:58]([CH2:62][N:33]1[C:34]3[CH:39]=[CH:38][CH:37]=[CH:36][C:35]=3[N:29]([C:27](=[O:28])[C:26]3[CH:25]=[CH:24][C:23]([C:21]([N:11]4[C:12]5[CH:20]=[CH:19][CH:18]=[CH:17][C:13]=5[N:14]([CH2:62][C:58]5[C:59]6[C:54](=[CH:53][C:52]([Br:51])=[CH:61][CH:60]=6)[CH:55]=[CH:56][C:57]=5[O:69][CH3:66])[C:15](=[O:16])[C@@H:9]([NH:8][C:6]([O:5][C:1]([CH3:4])([CH3:2])[CH3:3])=[O:7])[CH2:10]4)=[O:22])=[CH:50][CH:49]=3)[CH2:30][C@H:31]([NH:41][C:42](=[O:48])[O:43][C:44]([CH3:47])([CH3:46])[CH3:45])[C:32]1=[O:40])=[C:57]([O:64][CH3:65])[CH:56]=[CH:55]2. (3) Given the reactants Cl.[CH2:2]([O:4][C:5]1[CH:23]=[C:22]([F:24])[C:8]([CH2:9][N:10]2[C:18]3[C:13](=[CH:14][CH:15]=[CH:16][CH:17]=3)[C:12]([C:19](=[NH:21])[NH2:20])=[N:11]2)=[C:7]([F:25])[CH:6]=1)[CH3:3].C[N:27](C)[CH:28](N(C)C)[CH:29]([O:32][CH3:33])[C:30]#N.N1CCCCC1, predict the reaction product. The product is: [CH2:2]([O:4][C:5]1[CH:6]=[C:7]([F:25])[C:8]([CH2:9][N:10]2[C:18]3[C:13](=[CH:14][CH:15]=[CH:16][CH:17]=3)[C:12]([C:19]3[N:20]=[C:28]([NH2:27])[C:29]([O:32][CH3:33])=[CH:30][N:21]=3)=[N:11]2)=[C:22]([F:24])[CH:23]=1)[CH3:3]. (4) Given the reactants C1(O[C:8](=[O:44])[NH:9][C:10]2([C:35]3[C:36]([O:41][CH2:42][CH3:43])=[N:37][CH:38]=[CH:39][CH:40]=3)[C:18]3[C:13](=[CH:14][CH:15]=[C:16]([C:19]#[N:20])[CH:17]=3)[N:12]([S:21]([C:24]3[CH:29]=[CH:28][C:27]([O:30][CH3:31])=[CH:26][C:25]=3[O:32][CH3:33])(=[O:23])=[O:22])[C:11]2=[O:34])C=CC=CC=1.[CH3:45][N:46]1[CH2:51][CH2:50][CH:49]([N:52]2[CH2:57][CH2:56][NH:55][CH2:54][CH2:53]2)[CH2:48][CH2:47]1.C1COCC1.C(O)(C(F)(F)F)=O, predict the reaction product. The product is: [C:19]([C:16]1[CH:17]=[C:18]2[C:13](=[CH:14][CH:15]=1)[N:12]([S:21]([C:24]1[CH:29]=[CH:28][C:27]([O:30][CH3:31])=[CH:26][C:25]=1[O:32][CH3:33])(=[O:22])=[O:23])[C:11](=[O:34])[C:10]2([NH:9][C:8]([N:55]1[CH2:54][CH2:53][N:52]([CH:49]2[CH2:50][CH2:51][N:46]([CH3:45])[CH2:47][CH2:48]2)[CH2:57][CH2:56]1)=[O:44])[C:35]1[C:36]([O:41][CH2:42][CH3:43])=[N:37][CH:38]=[CH:39][CH:40]=1)#[N:20]. (5) Given the reactants [NH2:1][CH2:2][C@@H:3]([CH3:24])[O:4][C:5]1[CH:14]=[CH:13][CH:12]=[C:11]2[C:6]=1[C:7]([NH:15][C:16]1[CH:21]=[CH:20][C:19]([OH:22])=[C:18]([CH3:23])[CH:17]=1)=[N:8][CH:9]=[N:10]2.[C:25](O)(=[O:27])[CH3:26], predict the reaction product. The product is: [OH:22][C:19]1[CH:20]=[CH:21][C:16]([NH:15][C:7]2[C:6]3[C:11](=[CH:12][CH:13]=[CH:14][C:5]=3[O:4][C@H:3]([CH3:24])[CH2:2][NH:1][C:25](=[O:27])[CH3:26])[N:10]=[CH:9][N:8]=2)=[CH:17][C:18]=1[CH3:23]. (6) Given the reactants [CH3:1][C:2]1[CH:7]=[C:6]([N+:8]([O-])=O)[C:5]([O:11][CH3:12])=[CH:4][C:3]=1[N:13]1[CH2:18][CH2:17][N:16]([CH2:19][CH2:20][S:21]([CH3:24])(=[O:23])=[O:22])[CH2:15][CH2:14]1, predict the reaction product. The product is: [CH3:1][C:2]1[C:3]([N:13]2[CH2:14][CH2:15][N:16]([CH2:19][CH2:20][S:21]([CH3:24])(=[O:22])=[O:23])[CH2:17][CH2:18]2)=[CH:4][C:5]([O:11][CH3:12])=[C:6]([CH:7]=1)[NH2:8]. (7) Given the reactants [CH:1]1[C:10]2[C:5](=[CH:6][CH:7]=[CH:8][CH:9]=2)[CH:4]=[C:3]([NH:11][C:12]2[NH:13][C:14]3[C:20]([C:21](O)=[O:22])=[CH:19][CH:18]=[CH:17][C:15]=3[N:16]=2)[N:2]=1.CN(C(ON1N=NC2C=CC=CC1=2)=[N+](C)C)C.F[P-](F)(F)(F)(F)F.S(O)(O)(=O)=O.[NH2:53][C:54]1[NH:55][CH:56]=[CH:57][N:58]=1, predict the reaction product. The product is: [NH:55]1[CH:56]=[CH:57][N:58]=[C:54]1[NH:53][C:21]([C:20]1[C:14]2[NH:13][C:12]([NH:11][C:3]3[N:2]=[CH:1][C:10]4[C:5]([CH:4]=3)=[CH:6][CH:7]=[CH:8][CH:9]=4)=[N:16][C:15]=2[CH:17]=[CH:18][CH:19]=1)=[O:22].